Predict the reaction yield, written as a fraction of the theoretical maximum amount of product (1.0 means a 100% yield; for example, 0.34 means a 34% yield). From a dataset of Reaction yield outcomes from USPTO patents with 853,638 reactions. (1) The reactants are [C:1]([C:3]1[CH:8]=[CH:7][C:6]([C:9]2[CH:10]=[N:11][N:12]([C:15]3[CH:23]=[CH:22][C:18]([C:19](O)=[O:20])=[CH:17][N:16]=3)[C:13]=2[OH:14])=[CH:5][CH:4]=1)#[N:2].CCN=C=NCCCN(C)C.C1C=C2N=NN(O)C2=CC=1.O.CCN(C(C)C)C(C)C.[CH3:55][O:56][CH2:57][CH2:58][CH2:59][NH2:60].Cl. The catalyst is CN(C=O)C.O. The product is [C:1]([C:3]1[CH:8]=[CH:7][C:6]([C:9]2[CH:10]=[N:11][N:12]([C:15]3[CH:23]=[CH:22][C:18]([C:19]([NH:60][CH2:59][CH2:58][CH2:57][O:56][CH3:55])=[O:20])=[CH:17][N:16]=3)[C:13]=2[OH:14])=[CH:5][CH:4]=1)#[N:2]. The yield is 0.860. (2) The reactants are C[Si]([N-][Si](C)(C)C)(C)C.[Li+].[CH3:11][C:12]1[N:17]=[CH:16][C:15]([C:18](=[O:20])[CH3:19])=[CH:14][CH:13]=1.[C:21](OC)(=[O:26])[C:22]([O:24][CH3:25])=[O:23].O. The catalyst is O1CCCC1.C(OCC)C. The product is [CH3:11][C:12]1[N:17]=[CH:16][C:15]([C:18](=[O:20])[CH2:19][C:21](=[O:26])[C:22]([O:24][CH3:25])=[O:23])=[CH:14][CH:13]=1. The yield is 0.570. (3) The reactants are [CH3:1][C:2]1[CH:7]=[C:6]([CH3:8])[NH:5][C:4](=[O:9])[C:3]=1[CH2:10][NH:11][C:12](=[O:37])[C:13]1[CH:18]=[C:17]([C:19]#[C:20][CH:21]2[CH2:26][CH2:25][NH:24][CH2:23][CH2:22]2)[CH:16]=[C:15]([N:27]([CH2:34][CH3:35])[CH:28]2[CH2:33][CH2:32][O:31][CH2:30][CH2:29]2)[C:14]=1[CH3:36].[CH2:38]=O.O.[Na]. The catalyst is CO. The product is [CH3:1][C:2]1[CH:7]=[C:6]([CH3:8])[NH:5][C:4](=[O:9])[C:3]=1[CH2:10][NH:11][C:12](=[O:37])[C:13]1[CH:18]=[C:17]([C:19]#[C:20][CH:21]2[CH2:26][CH2:25][N:24]([CH3:38])[CH2:23][CH2:22]2)[CH:16]=[C:15]([N:27]([CH2:34][CH3:35])[CH:28]2[CH2:33][CH2:32][O:31][CH2:30][CH2:29]2)[C:14]=1[CH3:36]. The yield is 0.930. (4) The reactants are C(OC(=O)[NH:7][N:8]1[C:12]([C:13]2[CH:18]=[CH:17][CH:16]=[CH:15][CH:14]=2)=[CH:11][CH:10]=[C:9]1[C:19]1[CH:24]=[CH:23][CH:22]=[CH:21][CH:20]=1)(C)(C)C.Cl. The catalyst is CO. The product is [C:13]1([C:12]2[N:8]([NH2:7])[C:9]([C:19]3[CH:20]=[CH:21][CH:22]=[CH:23][CH:24]=3)=[CH:10][CH:11]=2)[CH:18]=[CH:17][CH:16]=[CH:15][CH:14]=1. The yield is 0.900. (5) The reactants are [Br-].[Cl:2][C:3]1[CH:4]=[CH:5][CH:6]=[C:7]2[C:11]=1[CH:10]([P+](C1C=CC=CC=1)(C1C=CC=CC=1)C1C=CC=CC=1)O[C:8]2=[O:31].[F:32][C:33]1[CH:34]=[C:35]([CH:38]=[C:39]([CH:41]=O)[CH:40]=1)[C:36]#[N:37].C(N(CC)CC)C.O.[NH2:51][NH2:52]. The catalyst is CN(C=O)C.CCO.O.C(Cl)Cl. The product is [Cl:2][C:3]1[CH:4]=[CH:5][CH:6]=[C:7]2[C:11]=1[C:10]([CH2:41][C:39]1[CH:38]=[C:35]([CH:34]=[C:33]([F:32])[CH:40]=1)[C:36]#[N:37])=[N:52][NH:51][C:8]2=[O:31]. The yield is 0.599. (6) The reactants are [N:1]1([C:7]([O-:9])=[O:8])[CH2:5][CH2:4][CH2:3][C:2]1=[O:6].[Na+].Cl.[Cl-].[Zn+2:13].[Cl-]. The catalyst is O. The product is [OH2:6].[OH2:6].[N:1]1([C:7]([O-:9])=[O:8])[CH2:5][CH2:4][CH2:3][C:2]1=[O:6].[Zn+2:13].[N:1]1([C:7]([O-:9])=[O:8])[CH2:5][CH2:4][CH2:3][C:2]1=[O:6]. The yield is 0.310. (7) The reactants are C(NC(C)C)(C)C.C([Li])CCC.C(=O)=O.CC(C)=O.[F:20][C:21]1[C:22]([C:27]#[N:28])=[N:23][CH:24]=[CH:25][CH:26]=1.[Li+].CC([N-]C(C)C)C.[I:37]I. The catalyst is C1COCC1.C(Cl)Cl. The product is [F:20][C:21]1[C:22]([C:27]#[N:28])=[N:23][CH:24]=[CH:25][C:26]=1[I:37]. The yield is 0.552. (8) The reactants are [C:1]([O:5][C:6]([N:8]1[CH2:13][CH2:12][N:11]([C:14]2C(=O)N(CC(C)C)N=C(C3C=CC(C)=C(F)C=3)C=2C)[CH2:10][CH2:9]1)=[O:7])([CH3:4])([CH3:3])[CH3:2].[Cl:34][C:35]1[CH:62]=[CH:61][CH:60]=[C:59]([Cl:63])[C:36]=1[CH2:37][N:38]1[C:43](=[O:44])[C:42](COS(C)(=O)=O)=[CH:41][C:40]([C:51]2[CH:56]=[CH:55][C:54]([F:57])=[C:53]([CH3:58])[CH:52]=2)=[N:39]1.N1(C(OC(C)(C)C)=O)CCNCC1. The product is [C:1]([O:5][C:6]([N:8]1[CH2:9][CH2:10][N:11]([CH2:14][C:42]2[C:43](=[O:44])[N:38]([CH2:37][C:36]3[C:35]([Cl:34])=[CH:62][CH:61]=[CH:60][C:59]=3[Cl:63])[N:39]=[C:40]([C:51]3[CH:56]=[CH:55][C:54]([F:57])=[C:53]([CH3:58])[CH:52]=3)[CH:41]=2)[CH2:12][CH2:13]1)=[O:7])([CH3:2])([CH3:3])[CH3:4]. No catalyst specified. The yield is 0.908.